Dataset: hERG Central: cardiac toxicity at 1µM, 10µM, and general inhibition. Task: Predict hERG channel inhibition at various concentrations. (1) The drug is CCc1ccc(CNCCc2ccccc2F)cc1. Results: hERG_inhib (hERG inhibition (general)): blocker. (2) The molecule is CCn1c(=O)[nH]c(=O)c2c(N)c(C(=O)c3cc(F)ccc3F)sc21. Results: hERG_inhib (hERG inhibition (general)): blocker. (3) The compound is O=C(CN1CCN(c2ccc(Cl)cc2)CC1)Nc1ccc(F)cc1. Results: hERG_inhib (hERG inhibition (general)): blocker. (4) The molecule is O=C(c1cccs1)c1coc2ccc(O)c(CN3CCOCC3)c12. Results: hERG_inhib (hERG inhibition (general)): blocker. (5) The drug is Cc1ccc(CNC(=O)COC(=O)C2CCN(S(=O)(=O)c3cccs3)CC2)cc1. Results: hERG_inhib (hERG inhibition (general)): blocker. (6) The drug is COc1ccc(C(=O)C2CCCN(Cc3cccc(C)n3)C2)c(OC)c1. Results: hERG_inhib (hERG inhibition (general)): blocker.